Task: Predict which catalyst facilitates the given reaction.. Dataset: Catalyst prediction with 721,799 reactions and 888 catalyst types from USPTO (1) Reactant: Cl[C:2]1[C:11]2[C:6](=[CH:7][C:8]([O:14][CH3:15])=[C:9]([O:12][CH3:13])[CH:10]=2)[N:5]=[CH:4][N:3]=1.[NH2:16][C:17]1[CH:18]=[C:19]2[C:24](=[CH:25][CH:26]=1)[C:23]([C:27]([O:29][CH3:30])=[O:28])=[CH:22][CH:21]=[CH:20]2.C(O)(C(F)(F)F)=O.[OH-].[Na+]. Product: [CH3:13][O:12][C:9]1[CH:10]=[C:11]2[C:6](=[CH:7][C:8]=1[O:14][CH3:15])[N:5]=[CH:4][N:3]=[C:2]2[NH:16][C:17]1[CH:18]=[C:19]2[C:24](=[CH:25][CH:26]=1)[C:23]([C:27]([O:29][CH3:30])=[O:28])=[CH:22][CH:21]=[CH:20]2. The catalyst class is: 657. (2) Reactant: [CH2:1]([O:8][C:9]1[C:14](=[O:15])[CH:13]=[C:12]([CH3:16])O[C:10]=1[C:17]([OH:19])=[O:18])[C:2]1[CH:7]=[CH:6][CH:5]=[CH:4][CH:3]=1.[CH:20]1([NH2:23])[CH2:22][CH2:21]1. Product: [CH2:1]([O:8][C:9]1[C:14](=[O:15])[CH:13]=[C:12]([CH3:16])[N:23]([CH:20]2[CH2:22][CH2:21]2)[C:10]=1[C:17]([OH:19])=[O:18])[C:2]1[CH:3]=[CH:4][CH:5]=[CH:6][CH:7]=1. The catalyst class is: 6. (3) Product: [CH2:36]([O:35][C:33](=[O:34])[CH2:32][N:2]1[N:3]=[N:4][C:5]([C:6]2[S:10][C:9]([N:11]3[CH2:16][CH2:15][N:14]([C:17]([O:19][CH2:20][CH2:22][CH2:29][CH3:30])=[O:18])[CH2:13][CH2:12]3)=[N:8][CH:7]=2)=[N:1]1)[CH3:37]. The catalyst class is: 1. Reactant: [N:1]1[NH:2][N:3]=[N:4][C:5]=1[C:6]1[S:10][C:9]([N:11]2[CH2:16][CH2:15][N:14]([C:17]([O:19][C:20](C)([CH3:22])C)=[O:18])[CH2:13][CH2:12]2)=[N:8][CH:7]=1.C(N([CH2:29][CH3:30])CC)C.Br[CH2:32][C:33]([O:35][CH2:36][CH3:37])=[O:34].O. (4) Reactant: Br[C:2]1[CH:3]=[C:4]2[C:9](=[CH:10][CH:11]=1)[N:8]=[C:7]([O:12][CH3:13])[C:6]([CH2:14][CH:15]1[CH2:20][CH2:19][C:18]([F:22])([F:21])[CH2:17][CH2:16]1)=[C:5]2[Cl:23].N#N.[Li]CCCC.[CH3:31][C:32]1[C:37]([C:38]([C:40]2[N:44]([CH3:45])[N:43]=[N:42][CH:41]=2)=[O:39])=[CH:36][CH:35]=[C:34]([CH3:46])[N:33]=1. Product: [Cl:23][C:5]1[C:4]2[C:9](=[CH:10][CH:11]=[C:2]([C:38]([C:37]3[C:32]([CH3:31])=[N:33][C:34]([CH3:46])=[CH:35][CH:36]=3)([C:40]3[N:44]([CH3:45])[N:43]=[N:42][CH:41]=3)[OH:39])[CH:3]=2)[N:8]=[C:7]([O:12][CH3:13])[C:6]=1[CH2:14][CH:15]1[CH2:20][CH2:19][C:18]([F:22])([F:21])[CH2:17][CH2:16]1. The catalyst class is: 1. (5) Reactant: [NH2:1][C:2]1[CH:7]=[CH:6][CH:5]=[CH:4][C:3]=1[S:8]([N:11]1[C:20](=[O:21])[C:19]2[C:14](=[CH:15][C:16]([Cl:22])=[CH:17][CH:18]=2)[NH:13][C:12]1=[O:23])(=[O:10])=[O:9].[CH3:24][S:25](Cl)(=[O:27])=[O:26].O. Product: [Cl:22][C:16]1[CH:15]=[C:14]2[C:19]([C:20](=[O:21])[N:11]([S:8]([C:3]3[CH:4]=[CH:5][CH:6]=[CH:7][C:2]=3[NH:1][S:25]([CH3:24])(=[O:27])=[O:26])(=[O:10])=[O:9])[C:12](=[O:23])[NH:13]2)=[CH:18][CH:17]=1. The catalyst class is: 17.